Task: Predict the product of the given reaction.. Dataset: Forward reaction prediction with 1.9M reactions from USPTO patents (1976-2016) (1) Given the reactants [N+:1]([C:4]1[CH:20]=[CH:19]C2NC(=O)[CH:10]([CH2:12][C:13]([O:15][CH2:16][CH3:17])=[O:14])[O:11][C:6]=2[CH:5]=1)([O-:3])=[O:2].[C:21](=O)([O-])[O-].[K+].[K+].O.[CH3:28][N:29]([CH:31]=[O:32])[CH3:30], predict the reaction product. The product is: [CH2:28]([N:29]1[C:30]2[CH:19]=[CH:20][C:4]([N+:1]([O-:3])=[O:2])=[CH:5][C:6]=2[O:11][CH:10]([CH2:12][C:13]([O:15][CH2:16][CH3:17])=[O:14])[C:31]1=[O:32])[CH3:21]. (2) Given the reactants [CH:1]([NH:3][CH:4]([CH2:13][CH3:14])[C:5]([C:7]1[CH:8]=[N:9][CH:10]=[CH:11][CH:12]=1)=O)=O.C([O-])(=O)C.[NH4+:19].N, predict the reaction product. The product is: [CH2:13]([C:4]1[NH:3][CH:1]=[N:19][C:5]=1[C:7]1[CH:8]=[N:9][CH:10]=[CH:11][CH:12]=1)[CH3:14]. (3) Given the reactants [NH2:1][C:2]1[CH:3]=[N:4][C:5]([NH:8][C:9](=[O:11])[CH3:10])=[N:6][CH:7]=1.N1C=CC=CC=1.Cl[C:19]([O:21][CH2:22][C:23]([Cl:26])([Cl:25])[Cl:24])=[O:20], predict the reaction product. The product is: [C:9]([NH:8][C:5]1[N:6]=[CH:7][C:2]([NH:1][C:19](=[O:20])[O:21][CH2:22][C:23]([Cl:26])([Cl:25])[Cl:24])=[CH:3][N:4]=1)(=[O:11])[CH3:10].